Dataset: Catalyst prediction with 721,799 reactions and 888 catalyst types from USPTO. Task: Predict which catalyst facilitates the given reaction. (1) Reactant: [C:1]1([CH:7]=[CH:8][C:9]2[CH:28]=[CH:27][C:12]([CH2:13][NH:14][C:15]([C:17]3[CH:18]=[C:19]4[C:24](=[CH:25][CH:26]=3)[N:23]=[CH:22][CH:21]=[CH:20]4)=[O:16])=[CH:11][CH:10]=2)[CH:6]=[CH:5][CH:4]=[CH:3][CH:2]=1.N1C2C(=CC=CC=2)C=CC=1. Product: [CH:8](/[C:9]1[CH:28]=[CH:27][C:12]([CH2:13][NH:14][C:15]([C:17]2[CH:18]=[C:19]3[C:24](=[CH:25][CH:26]=2)[N:23]=[CH:22][CH:21]=[CH:20]3)=[O:16])=[CH:11][CH:10]=1)=[CH:7]/[C:1]1[CH:2]=[CH:3][CH:4]=[CH:5][CH:6]=1. The catalyst class is: 7. (2) Product: [N:10]1([C:6]2[CH:5]=[C:4]([CH:9]=[CH:8][CH:7]=2)[NH2:1])[CH2:11][CH2:12][CH2:13]1. Reactant: [N+:1]([C:4]1[CH:5]=[C:6]([N:10]2[CH2:13][CH2:12][CH2:11]2)[CH:7]=[CH:8][CH:9]=1)([O-])=O. The catalyst class is: 78. (3) Reactant: C(Cl)CCl.[N:5]1[C:13]2[C:8](=[N:9][CH:10]=[C:11](/[CH:14]=[CH:15]/[C:16]([OH:18])=O)[CH:12]=2)[NH:7][CH:6]=1.[CH3:19][N:20]1[C:28]2[C:23](=[CH:24][CH:25]=[CH:26][CH:27]=2)[CH:22]=[C:21]1[CH2:29][NH:30][CH3:31].C1C=CC2N(O)N=NC=2C=1.CCN(CC)CC. Product: [N:5]1[C:13]2[C:8](=[N:9][CH:10]=[C:11](/[CH:14]=[CH:15]/[C:16]([N:30]([CH3:31])[CH2:29][C:21]3[N:20]([CH3:19])[C:28]4[C:23]([CH:22]=3)=[CH:24][CH:25]=[CH:26][CH:27]=4)=[O:18])[CH:12]=2)[NH:7][CH:6]=1. The catalyst class is: 18. (4) Reactant: [N:1]1[N:2]([C:10]2[N:33]=[CH:32][CH:31]=[CH:30][C:11]=2[C:12]([NH:14][CH:15]([CH2:23][C:24]2[CH:29]=[CH:28][CH:27]=[CH:26][CH:25]=2)[CH:16]([OH:22])[C:17]([O:19]CC)=[O:18])=[O:13])[CH:3]=[C:4]2[C:9]=1[CH:8]=[CH:7][CH:6]=[CH:5]2.[OH-].[Li+]. Product: [N:1]1[N:2]([C:10]2[N:33]=[CH:32][CH:31]=[CH:30][C:11]=2[C:12]([NH:14][CH:15]([CH2:23][C:24]2[CH:25]=[CH:26][CH:27]=[CH:28][CH:29]=2)[CH:16]([OH:22])[C:17]([OH:19])=[O:18])=[O:13])[CH:3]=[C:4]2[C:9]=1[CH:8]=[CH:7][CH:6]=[CH:5]2. The catalyst class is: 20. (5) Product: [C:14]([C:13]1[CH:16]=[CH:17][C:10]([CH2:9][C:22]([OH:24])=[O:23])=[CH:11][C:12]=1[C:18]([F:19])([F:20])[F:21])#[N:15]. The catalyst class is: 49. Reactant: C([N-]C(C)C)(C)C.[Li+].[CH3:9][C:10]1[CH:17]=[CH:16][C:13]([C:14]#[N:15])=[C:12]([C:18]([F:21])([F:20])[F:19])[CH:11]=1.[C:22](=[O:24])=[O:23].[Cl-].[NH4+].Cl. (6) Reactant: [N:1]1([N:9]2[CH2:14][CH2:13][CH2:12][CH2:11][CH2:10]2)[CH2:6][CH2:5][C:4](=O)[CH2:3][C:2]1=[O:8].[Cl:15][C:16]1[CH:21]=[C:20]([F:22])[CH:19]=[CH:18][C:17]=1[NH2:23]. Product: [Cl:15][C:16]1[CH:21]=[C:20]([F:22])[CH:19]=[CH:18][C:17]=1[NH:23][C:4]1[CH2:5][CH2:6][N:1]([N:9]2[CH2:14][CH2:13][CH2:12][CH2:11][CH2:10]2)[C:2](=[O:8])[CH:3]=1. The catalyst class is: 11. (7) Reactant: [Cl:1][C:2]1[C:7]([N:8]2[C:12]([CH3:13])=[C:11]([C:14]3[CH2:15][CH2:16][N:17]([C:20]([O:22][C:23](C)([CH3:25])[CH3:24])=[O:21])[CH2:18][CH:19]=3)[N:10]=[N:9]2)=[CH:6][CH:5]=[CH:4][N:3]=1. Product: [Cl:1][C:2]1[C:7]([N:8]2[C:12]([CH3:13])=[C:11]([C:14]3[CH2:15][CH2:16][N:17]([C:20]([O:22][CH:23]([CH3:25])[CH3:24])=[O:21])[CH2:18][CH:19]=3)[N:10]=[N:9]2)=[CH:6][CH:5]=[CH:4][N:3]=1. The catalyst class is: 33.